Dataset: Full USPTO retrosynthesis dataset with 1.9M reactions from patents (1976-2016). Task: Predict the reactants needed to synthesize the given product. (1) Given the product [N:1]1([C:6]([O:8][C:9]2[CH:14]=[CH:13][C:12]([CH2:15][C@H:16]([NH:24][C:25]3[C:30]([NH:31][S:32]([CH3:35])(=[O:34])=[O:33])=[CH:29][N:28]=[C:27]([N:40]([CH2:41][CH3:42])[CH2:43][CH3:44])[N:26]=3)[C:17]([O:19][C:20]([CH3:23])([CH3:22])[CH3:21])=[O:18])=[CH:11][CH:10]=2)=[O:7])[CH2:2][CH2:3][CH2:4][CH2:5]1, predict the reactants needed to synthesize it. The reactants are: [N:1]1([C:6]([O:8][C:9]2[CH:14]=[CH:13][C:12]([CH2:15][C@H:16]([NH:24][C:25]3[C:30]([N:31](S(C)(=O)=O)[S:32]([CH3:35])(=[O:34])=[O:33])=[CH:29][N:28]=[C:27]([N:40]([CH2:43][CH3:44])[CH2:41][CH3:42])[N:26]=3)[C:17]([O:19][C:20]([CH3:23])([CH3:22])[CH3:21])=[O:18])=[CH:11][CH:10]=2)=[O:7])[CH2:5][CH2:4][CH2:3][CH2:2]1.C([O-])([O-])=O.[K+].[K+].Cl. (2) Given the product [CH2:1]([O:8][C:9]1[C:13]([CH:14]=[O:15])=[CH:12][N:11]([CH3:16])[N:10]=1)[C:2]1[CH:7]=[CH:6][CH:5]=[CH:4][CH:3]=1, predict the reactants needed to synthesize it. The reactants are: [CH2:1]([O:8][C:9]1[C:13]([CH2:14][OH:15])=[CH:12][N:11]([CH3:16])[N:10]=1)[C:2]1[CH:7]=[CH:6][CH:5]=[CH:4][CH:3]=1. (3) Given the product [CH3:54][C:55]1[O:59][N:58]=[C:57]([C:60]2[CH:65]=[CH:64][CH:63]=[CH:62][CH:61]=2)[C:56]=1[C:66]1[N:21]2[CH2:22][C:23]3[C:19]([C:20]2=[N:69][N:68]=1)=[CH:18][C:17]([NH2:16])=[CH:25][CH:24]=3, predict the reactants needed to synthesize it. The reactants are: FC(F)(F)S([O-])(=O)=O.C(OC([NH:16][C:17]1[CH:18]=[C:19]2[C:23](=[CH:24][CH:25]=1)[CH2:22][NH+:21]=[C:20]2OC)=O)(C)(C)C.CC1C=CC(S(C2C(C3C=CC=CC3=NN)N(CCl)OC=2C)(=O)=O)=CC=1.[CH3:54][C:55]1[O:59][N:58]=[C:57]([C:60]2[CH:65]=[CH:64][CH:63]=[CH:62][CH:61]=2)[C:56]=1[C:66]([N:68](Cl)[NH:69]Cl)=O.C(N(CC)CC)C. (4) The reactants are: [C:1]([C:4]1[CH:5]=[C:6]([C:20]2[CH:25]=[CH:24][C:23]([O:26][CH3:27])=[C:22]([F:28])[CH:21]=2)[CH:7]=[C:8]2[C:16]=1[NH:15][C:14]1[CH:13]=[C:12]([C:17]([O-:19])=O)[CH:11]=[CH:10][C:9]2=1)(=[O:3])[NH2:2].CN(C(ON1N=NC2C=CC=NC1=2)=[N+](C)C)C.F[P-](F)(F)(F)(F)F.[NH:53]1[CH2:58][CH2:57][S:56](=[O:60])(=[O:59])[CH2:55][CH2:54]1. Given the product [F:28][C:22]1[CH:21]=[C:20]([C:6]2[CH:5]=[C:4]([C:1]([NH2:2])=[O:3])[C:16]3[NH:15][C:14]4[C:9]([C:8]=3[CH:7]=2)=[CH:10][CH:11]=[C:12]([C:17]([N:53]2[CH2:58][CH2:57][S:56](=[O:60])(=[O:59])[CH2:55][CH2:54]2)=[O:19])[CH:13]=4)[CH:25]=[CH:24][C:23]=1[O:26][CH3:27], predict the reactants needed to synthesize it. (5) Given the product [Cl:12][CH2:13][CH2:14][NH:15][C:16]([NH:9][C:5]1[CH:6]=[CH:7][CH:8]=[C:3]([C:2]([F:10])([F:11])[F:1])[CH:4]=1)=[O:17], predict the reactants needed to synthesize it. The reactants are: [F:1][C:2]([F:11])([F:10])[C:3]1[CH:4]=[C:5]([NH2:9])[CH:6]=[CH:7][CH:8]=1.[Cl:12][CH2:13][CH2:14][N:15]=[C:16]=[O:17].